Dataset: Catalyst prediction with 721,799 reactions and 888 catalyst types from USPTO. Task: Predict which catalyst facilitates the given reaction. Reactant: C([O:5][C:6](=[O:19])[CH2:7][CH:8]1[CH2:13][CH2:12][CH:11]([C:14]([O:16][CH2:17][CH3:18])=[O:15])[CH2:10][CH2:9]1)(C)(C)C.Cl. Product: [CH2:17]([O:16][C:14]([CH:11]1[CH2:12][CH2:13][CH:8]([CH2:7][C:6]([OH:19])=[O:5])[CH2:9][CH2:10]1)=[O:15])[CH3:18]. The catalyst class is: 12.